From a dataset of Forward reaction prediction with 1.9M reactions from USPTO patents (1976-2016). Predict the product of the given reaction. (1) Given the reactants [C:1]1([C:25]2[CH:30]=[CH:29][CH:28]=[CH:27][CH:26]=2)[CH:6]=[CH:5][C:4]([C:7]([C:9]2[C:10]([CH3:24])=[N:11][N:12]([C:15]3[CH:22]=[CH:21][C:18]([C:19]#[N:20])=[C:17]([Cl:23])[CH:16]=3)[C:13]=2[CH3:14])=[CH2:8])=[CH:3][CH:2]=1, predict the reaction product. The product is: [C:1]1([C:25]2[CH:30]=[CH:29][CH:28]=[CH:27][CH:26]=2)[CH:2]=[CH:3][C:4]([CH:7]([C:9]2[C:10]([CH3:24])=[N:11][N:12]([C:15]3[CH:22]=[CH:21][C:18]([C:19]#[N:20])=[CH:17][CH:16]=3)[C:13]=2[CH3:14])[CH3:8])=[CH:5][CH:6]=1.[C:1]1([C:25]2[CH:30]=[CH:29][CH:28]=[CH:27][CH:26]=2)[CH:2]=[CH:3][C:4]([CH:7]([C:9]2[C:10]([CH3:24])=[N:11][N:12]([C:15]3[CH:22]=[CH:21][C:18]([C:19]#[N:20])=[C:17]([Cl:23])[CH:16]=3)[C:13]=2[CH3:14])[CH3:8])=[CH:5][CH:6]=1. (2) Given the reactants [NH2:1][C:2]1[C:11]2[C:6](=[N:7][CH:8]=[C:9](Br)[CH:10]=2)[NH:5][C:4](=[O:13])[CH:3]=1.[CH3:14][N:15]([CH2:20][C:21]1[N:22]([CH3:30])[C:23]2[C:28]([CH:29]=1)=[CH:27][CH:26]=[CH:25][CH:24]=2)[C:16](=[O:19])[CH:17]=[CH2:18].C(N(C(C)C)CC)(C)C.CC1C=CC=CC=1P(C1C=CC=CC=1C)C1C=CC=CC=1C.[ClH:62], predict the reaction product. The product is: [ClH:62].[NH2:1][C:2]1[C:11]2[CH:10]=[C:9]([CH:18]=[CH:17][C:16]([N:15]([CH3:14])[CH2:20][C:21]3[N:22]([CH3:30])[C:23]4[C:28]([CH:29]=3)=[CH:27][CH:26]=[CH:25][CH:24]=4)=[O:19])[CH:8]=[N:7][C:6]=2[NH:5][C:4](=[O:13])[CH:3]=1. (3) The product is: [ClH:35].[CH2:21]([N:18]1[C:19](=[O:20])[CH:13]([NH:12][C:11](=[O:33])[C@@H:9]([NH:7][CH3:6])[CH3:10])[CH2:14][CH2:15][C:16]2[CH:31]=[CH:30][C:29]([Br:32])=[CH:28][C:17]1=2)[C:22]1[CH:23]=[CH:24][CH:25]=[CH:26][CH:27]=1. Given the reactants C(O[C:6](=O)[N:7]([C@H:9]([C:11](=[O:33])[NH:12][C@@H:13]1[C:19](=[O:20])[N:18]([CH2:21][C:22]2[CH:27]=[CH:26][CH:25]=[CH:24][CH:23]=2)[C:17]2[CH:28]=[C:29]([Br:32])[CH:30]=[CH:31][C:16]=2[CH2:15][CH2:14]1)[CH3:10])C)(C)(C)C.[ClH:35].CCOCC, predict the reaction product. (4) Given the reactants [CH3:1][N:2]([CH3:10])[C:3]([C@@H:5]1[CH2:9][CH2:8][CH2:7][NH:6]1)=[O:4].Br[CH2:12][CH2:13][CH2:14][OH:15].C(=O)([O-])[O-].[K+].[K+], predict the reaction product. The product is: [OH:15][CH2:14][CH2:13][CH2:12][N:6]1[CH2:7][CH2:8][CH2:9][C@H:5]1[C:3](=[O:4])[N:2]([CH3:10])[CH3:1]. (5) Given the reactants [C:1]([CH2:3][C:4]1[S:8][CH:7]=[C:6]([C:9]2[C:13]3[C:14](=[O:20])[NH:15][CH:16]=[C:17]([C:18]#[N:19])[C:12]=3[N:11]([CH:21]3[CH2:25][CH2:24][CH2:23][CH2:22]3)[CH:10]=2)[CH:5]=1)#[N:2].C(=O)([O-])[O-:27].[K+].[K+].OO.O, predict the reaction product. The product is: [C:18]([C:17]1[C:12]2[N:11]([CH:21]3[CH2:25][CH2:24][CH2:23][CH2:22]3)[CH:10]=[C:9]([C:6]3[CH:5]=[C:4]([CH2:3][C:1]([NH2:2])=[O:27])[S:8][CH:7]=3)[C:13]=2[C:14](=[O:20])[NH:15][CH:16]=1)#[N:19].